Dataset: Forward reaction prediction with 1.9M reactions from USPTO patents (1976-2016). Task: Predict the product of the given reaction. (1) The product is: [CH2:33]([NH:40][C:9](=[O:11])[C:8]1[CH:7]=[CH:6][C:5]([C:1]([CH3:2])([CH3:3])[CH3:4])=[CH:13][CH:12]=1)[C:34]1[CH:39]=[CH:38][CH:37]=[CH:36][CH:35]=1. Given the reactants [C:1]([C:5]1[CH:13]=[CH:12][C:8]([C:9]([OH:11])=O)=[CH:7][CH:6]=1)([CH3:4])([CH3:3])[CH3:2].N12CCN(CC1)CC2.ClC1N=C(OC)N=C(OC)N=1.[CH2:33]([NH2:40])[C:34]1[CH:39]=[CH:38][CH:37]=[CH:36][CH:35]=1.C(O)(=O)CC(CC(O)=O)(C(O)=O)O, predict the reaction product. (2) Given the reactants Cl[C:2]1[C:7]([C:8]([NH:10][C@H:11]([C:13]2[CH:22]=[CH:21][C:16]([C:17]([O:19][CH3:20])=[O:18])=[CH:15][CH:14]=2)[CH3:12])=[O:9])=[CH:6][C:5]([Cl:23])=[CH:4][N:3]=1.Cl[C:25]1[CH:30]=[CH:29][C:28]([CH2:31][CH2:32][NH2:33])=[CH:27][CH:26]=1.[C:34](=O)([O-])[O-].[K+].[K+], predict the reaction product. The product is: [Cl:23][C:5]1[CH:6]=[C:7]([C:8]([NH:10][C@H:11]([C:13]2[CH:22]=[CH:21][C:16]([C:17]([O:19][CH3:20])=[O:18])=[CH:15][CH:14]=2)[CH3:12])=[O:9])[C:2]([N:33]([CH3:34])[CH2:32][CH2:31][C:28]2[CH:29]=[CH:30][CH:25]=[CH:26][CH:27]=2)=[N:3][CH:4]=1. (3) Given the reactants CO[C:3]([C:5]1[C:10]([NH:11][C:12](=[O:23])[CH2:13][C:14]2[C:19]([F:20])=[CH:18][CH:17]=[C:16]([F:21])[C:15]=2[Cl:22])=[N:9][CH:8]=[CH:7][N:6]=1)=[O:4].C(=O)([O-])[O-].[K+].[K+].O.Cl, predict the reaction product. The product is: [Cl:22][C:15]1[C:16]([F:21])=[CH:17][CH:18]=[C:19]([F:20])[C:14]=1[C:13]1[C:12](=[O:23])[NH:11][C:10]2=[N:9][CH:8]=[CH:7][N:6]=[C:5]2[C:3]=1[OH:4]. (4) Given the reactants [Cl:1][C:2]1[N:7]=[CH:6][C:5]([C:8]2[CH:17]=[CH:16][C:11]3[N:12]=[C:13]([NH2:15])[S:14][C:10]=3[CH:9]=2)=[CH:4][C:3]=1[N:18]([CH3:20])[CH3:19].C1N=CN([C:26]([N:28]2[CH:32]=[N:31][CH:30]=[CH:29]2)=[O:27])C=1.[O:33]1[CH2:38]CN(CCN)[CH2:35][CH2:34]1, predict the reaction product. The product is: [Cl:1][C:2]1[N:7]=[CH:6][C:5]([C:8]2[CH:17]=[CH:16][C:11]3[N:12]=[C:13]([NH:15][C:26]([NH:28][CH2:29][CH2:30][N:31]4[CH2:32][CH2:38][O:33][CH2:34][CH2:35]4)=[O:27])[S:14][C:10]=3[CH:9]=2)=[CH:4][C:3]=1[N:18]([CH3:20])[CH3:19]. (5) The product is: [Br:1][C:2]1[CH:3]=[C:4]([N+:17]([O-:19])=[O:18])[C:5]([CH3:11])=[C:6]([CH:10]=1)[C:7]([OH:9])=[O:8]. Given the reactants [Br:1][C:2]1[CH:3]=[CH:4][C:5]([CH3:11])=[C:6]([CH:10]=1)[C:7]([OH:9])=[O:8].OS(O)(=O)=O.[N+:17]([O-])([OH:19])=[O:18], predict the reaction product. (6) Given the reactants [Cl:1][C:2]1[C:3]([CH:13]=[CH:14][N:15](C)C)=[C:4]([N+]([O-])=O)[C:5]([O:8][CH3:9])=[N:6][CH:7]=1.[H][H], predict the reaction product. The product is: [Cl:1][C:2]1[CH:7]=[N:6][C:5]([O:8][CH3:9])=[C:4]2[NH:15][CH:14]=[CH:13][C:3]=12.